Dataset: Cav3 T-type calcium channel HTS with 100,875 compounds. Task: Binary Classification. Given a drug SMILES string, predict its activity (active/inactive) in a high-throughput screening assay against a specified biological target. (1) The compound is O1c2cc(CNC(=O)c3nnn(c4cc(cc(c4)C)C)c3N)ccc2OC1. The result is 1 (active). (2) The molecule is O1C(OC(=O)C(Cc2ccc(OC)cc2)C1=O)(C)C. The result is 0 (inactive).